This data is from Forward reaction prediction with 1.9M reactions from USPTO patents (1976-2016). The task is: Predict the product of the given reaction. Given the reactants [CH:1]1([CH:7]=[O:8])[CH2:6][CH2:5][CH2:4][CH2:3][CH2:2]1.[CH3:9]C(C)([O-])C.[K+].CI, predict the reaction product. The product is: [CH3:9][C:1]1([CH:7]=[O:8])[CH2:6][CH2:5][CH2:4][CH2:3][CH2:2]1.